From a dataset of Forward reaction prediction with 1.9M reactions from USPTO patents (1976-2016). Predict the product of the given reaction. (1) Given the reactants [CH3:1][C:2]([CH3:4])=O.[BH-](OC(C)=O)(OC(C)=O)OC(C)=O.[Na+].[Br:19][C:20]1[CH:32]=[CH:31][C:23]([O:24][CH:25]2[CH2:30][CH2:29][NH:28][CH2:27][CH2:26]2)=[CH:22][CH:21]=1, predict the reaction product. The product is: [Br:19][C:20]1[CH:32]=[CH:31][C:23]([O:24][CH:25]2[CH2:26][CH2:27][N:28]([CH:2]([CH3:4])[CH3:1])[CH2:29][CH2:30]2)=[CH:22][CH:21]=1. (2) Given the reactants I[CH2:2][CH:3]=[CH2:4].[CH3:5][N:6]([CH3:18])[C:7]1[CH:8]=[C:9]([F:17])[C:10]([N+:14]([O-:16])=[O:15])=[C:11]([OH:13])[CH:12]=1.C(=O)([O-])[O-].[K+].[K+], predict the reaction product. The product is: [CH2:2]([O:13][C:11]1[CH:12]=[C:7]([N:6]([CH3:18])[CH3:5])[CH:8]=[C:9]([F:17])[C:10]=1[N+:14]([O-:16])=[O:15])[CH:3]=[CH2:4]. (3) Given the reactants C[Si](C)(C)[C:3]1[S:4][CH:5]=[CH:6][N:7]=1.C([Li])CCC.Br[CH2:16][C:17](=[O:24])[C:18]([CH2:22][F:23])([CH3:21])[CH2:19][F:20].[Cl-].[NH4+], predict the reaction product. The product is: [F:20][CH2:19][C:18]([C:17]1([C:5]2[S:4][CH:3]=[N:7][CH:6]=2)[CH2:16][O:24]1)([CH3:21])[CH2:22][F:23]. (4) Given the reactants [Cl:1][C:2]1[CH:3]=[C:4]([CH:8]=[C:9]([N:11]2[CH2:16][CH2:15][CH:14]([NH:17][C:18]([C:20]3[NH:21][C:22]([CH3:25])=[CH:23][CH:24]=3)=[O:19])[CH2:13][CH2:12]2)[N:10]=1)[C:5](O)=[O:6].Cl.[O:27]([NH2:29])[CH3:28], predict the reaction product. The product is: [Cl:1][C:2]1[CH:3]=[C:4]([CH:8]=[C:9]([N:11]2[CH2:16][CH2:15][CH:14]([NH:17][C:18]([C:20]3[NH:21][C:22]([CH3:25])=[CH:23][CH:24]=3)=[O:19])[CH2:13][CH2:12]2)[N:10]=1)[C:5]([NH:29][O:27][CH3:28])=[O:6].